From a dataset of Forward reaction prediction with 1.9M reactions from USPTO patents (1976-2016). Predict the product of the given reaction. (1) Given the reactants N[C:2]1[CH:7]=[CH:6][C:5]([C:8]2[CH:13]=[C:12]([CH:14]([CH3:16])[CH3:15])[CH:11]=[CH:10][C:9]=2[O:17][CH3:18])=[C:4]([CH2:19][N:20]([CH2:25][C:26]2[CH:31]=[C:30]([C:32]([F:35])([F:34])[F:33])[CH:29]=[C:28]([C:36]([F:39])([F:38])[F:37])[CH:27]=2)[C:21](=[O:24])[O:22][CH3:23])[CH:3]=1.CCCCCON=O.[I:48]I.CCOC(C)=O.CCCCCC, predict the reaction product. The product is: [F:38][C:36]([F:39])([F:37])[C:28]1[CH:27]=[C:26]([CH:31]=[C:30]([C:32]([F:34])([F:33])[F:35])[CH:29]=1)[CH2:25][N:20]([CH2:19][C:4]1[CH:3]=[C:2]([I:48])[CH:7]=[CH:6][C:5]=1[C:8]1[CH:13]=[C:12]([CH:14]([CH3:15])[CH3:16])[CH:11]=[CH:10][C:9]=1[O:17][CH3:18])[C:21](=[O:24])[O:22][CH3:23]. (2) Given the reactants [N+:1]([C:4]1[CH:9]=[CH:8][C:7]([S:10]([N:13]2[C:21]3[C:16](=[CH:17][C:18]([CH:22]=[CH:23][C:24]([NH:26][OH:27])=[O:25])=[CH:19][CH:20]=3)[CH2:15][CH2:14]2)(=[O:12])=[O:11])=[CH:6][CH:5]=1)([O-])=O.[Cl-].[NH4+], predict the reaction product. The product is: [NH2:1][C:4]1[CH:5]=[CH:6][C:7]([S:10]([N:13]2[C:21]3[C:16](=[CH:17][C:18]([CH:22]=[CH:23][C:24]([NH:26][OH:27])=[O:25])=[CH:19][CH:20]=3)[CH2:15][CH2:14]2)(=[O:12])=[O:11])=[CH:8][CH:9]=1.